Dataset: Catalyst prediction with 721,799 reactions and 888 catalyst types from USPTO. Task: Predict which catalyst facilitates the given reaction. Reactant: [CH3:1][C:2]1[NH:6][C:5]2[CH:7]=[C:8]([O:12][CH2:13][C:14]3[CH:23]=[CH:22][CH:21]=[CH:20][C:15]=3[C:16]([O:18][CH3:19])=[O:17])[CH:9]=[C:10]([CH3:11])[C:4]=2[N:3]=1.Br[CH2:25][C:26]1[CH:31]=[CH:30][C:29]([C:32]2[CH:37]=[CH:36][CH:35]=[CH:34][CH:33]=2)=[CH:28][C:27]=1[Cl:38].C(=O)([O-])[O-].[K+].[K+]. Product: [Cl:38][C:27]1[CH:28]=[C:29]([C:32]2[CH:33]=[CH:34][CH:35]=[CH:36][CH:37]=2)[CH:30]=[CH:31][C:26]=1[CH2:25][N:6]1[C:5]2[CH:7]=[C:8]([O:12][CH2:13][C:14]3[CH:23]=[CH:22][CH:21]=[CH:20][C:15]=3[C:16]([O:18][CH3:19])=[O:17])[CH:9]=[C:10]([CH3:11])[C:4]=2[N:3]=[C:2]1[CH3:1]. The catalyst class is: 9.